From a dataset of Full USPTO retrosynthesis dataset with 1.9M reactions from patents (1976-2016). Predict the reactants needed to synthesize the given product. (1) Given the product [Cl:18][C:14]1[CH:13]=[C:12]([C:10]2[C:9]3[C:4](=[CH:5][CH:6]=[C:7]([C:19]([C:27]4[CH:28]=[CH:29][C:30]([Cl:33])=[CH:31][CH:32]=4)([OH:20])[C:21]4[N:25]([CH3:26])[CH:24]=[N:23][CH:22]=4)[CH:8]=3)[N:3]=[C:2]([NH:1][C:35]([NH:34][CH:37]([CH3:39])[CH3:38])=[O:36])[N:11]=2)[CH:17]=[CH:16][CH:15]=1, predict the reactants needed to synthesize it. The reactants are: [NH2:1][C:2]1[N:11]=[C:10]([C:12]2[CH:17]=[CH:16][CH:15]=[C:14]([Cl:18])[CH:13]=2)[C:9]2[C:4](=[CH:5][CH:6]=[C:7]([C:19]([C:27]3[CH:32]=[CH:31][C:30]([Cl:33])=[CH:29][CH:28]=3)([C:21]3[N:25]([CH3:26])[CH:24]=[N:23][CH:22]=3)[OH:20])[CH:8]=2)[N:3]=1.[N:34]([CH:37]([CH3:39])[CH3:38])=[C:35]=[O:36]. (2) Given the product [F:1][C:2]1[C:10]([OH:11])=[C:9]([F:13])[CH:8]=[CH:7][C:3]=1[C:4]([NH2:6])=[O:5], predict the reactants needed to synthesize it. The reactants are: [F:1][C:2]1[C:10]([O:11]C)=[C:9]([F:13])[CH:8]=[CH:7][C:3]=1[C:4]([NH2:6])=[O:5].B(Br)(Br)Br.